Dataset: Reaction yield outcomes from USPTO patents with 853,638 reactions. Task: Predict the reaction yield, written as a fraction of the theoretical maximum amount of product (1.0 means a 100% yield; for example, 0.34 means a 34% yield). (1) The reactants are [C:1]([O:5][C:6](=O)[CH2:7][OH:8])(=O)[CH2:2][OH:3].[C:10]([O:14][C:15](=[O:20])[NH:16][CH2:17][CH2:18][NH2:19])([CH3:13])([CH3:12])[CH3:11].C1C[O:24]CC1. No catalyst specified. The product is [CH3:12][C:10]([CH3:13])([O:14][C:15](=[O:20])[NH:16][CH2:17][CH2:18][NH:19][C:2](=[O:3])[CH2:1][O:5][CH2:6][C:7]([OH:8])=[O:24])[CH3:11]. The yield is 0.970. (2) The reactants are C[O-].[Na+].CCO.Cl.[N:8]1[CH2:12][CH2:11][CH2:10][C:9]=1[NH2:13].Br[C:15](=[CH:18]OCCC)[CH:16]=[O:17]. The catalyst is C(Cl)(Cl)Cl.C(N(CC)CC)C. The product is [N:13]1[C:15]([CH:16]=[O:17])=[CH:18][N:8]2[CH2:12][CH2:11][CH2:10][C:9]=12. The yield is 0.410. (3) The reactants are Br[C:2]1[CH:3]=[C:4]2[C:9](=[CH:10][CH:11]=1)[N:8]=[C:7]([NH:12][C@@H:13]1[CH2:17][CH2:16][CH2:15][C@@H:14]1[NH:18][C:19](=[O:25])[O:20][C:21]([CH3:24])([CH3:23])[CH3:22])[N:6]=[CH:5]2.[CH3:26][O:27][C:28]1[CH:29]=[C:30]([CH:34]=[C:35](B2OC(C)(C)C(C)(C)O2)[CH:36]=1)[C:31]([OH:33])=[O:32].P([O-])([O-])([O-])=O.[K+].[K+].[K+].O1CCOC[CH2:55]1.O. The catalyst is CC(P(C(C)(C)C)C1C=CC(N(C)C)=CC=1)(C)C.CC(P(C(C)(C)C)C1C=CC(N(C)C)=CC=1)(C)C.Cl[Pd]Cl. The product is [CH3:55][C:29]1[C:28]([O:27][CH3:26])=[C:36]([C:2]2[CH:3]=[C:4]3[C:9](=[CH:10][CH:11]=2)[N:8]=[C:7]([NH:12][C@@H:13]2[CH2:17][CH2:16][CH2:15][C@@H:14]2[NH:18][C:19]([O:20][C:21]([CH3:22])([CH3:24])[CH3:23])=[O:25])[N:6]=[CH:5]3)[CH:35]=[CH:34][C:30]=1[C:31]([OH:33])=[O:32]. The yield is 0.960. (4) The reactants are C1C(=O)N([Br:8])C(=O)C1.[F:9][C:10]1[C:11]([OH:18])=[C:12]([CH:15]=[CH:16][CH:17]=1)[C:13]#[N:14]. The catalyst is C(#N)C. The product is [Br:8][C:16]1[CH:17]=[C:10]([F:9])[C:11]([OH:18])=[C:12]([CH:15]=1)[C:13]#[N:14]. The yield is 0.980. (5) The reactants are C(O[C:6]([N:8]1[CH2:13][CH2:12][CH:11]([CH2:14][O:15][C:16]2[CH:25]=[C:24]3[C:19]([C:20]([O:26][C:27]4[CH:32]=[CH:31][C:30]([N+:33]([O-:35])=[O:34])=[CH:29][C:28]=4[F:36])=[CH:21][CH:22]=[N:23]3)=[CH:18][C:17]=2[O:37][CH3:38])[CH2:10][CH2:9]1)=O)(C)(C)C.C(O)(C(F)(F)F)=O.[BH-](OC(C)=O)(OC(C)=O)OC(C)=O.[Na+].C=O. The catalyst is C(Cl)Cl. The product is [F:36][C:28]1[CH:29]=[C:30]([N+:33]([O-:35])=[O:34])[CH:31]=[CH:32][C:27]=1[O:26][C:20]1[C:19]2[C:24](=[CH:25][C:16]([O:15][CH2:14][CH:11]3[CH2:12][CH2:13][N:8]([CH3:6])[CH2:9][CH2:10]3)=[C:17]([O:37][CH3:38])[CH:18]=2)[N:23]=[CH:22][CH:21]=1. The yield is 0.930. (6) The reactants are O([Si](C)(C)C)S(C(F)(F)F)(=O)=O.[CH3:13][N:14]1[CH:18]=[C:17]([NH:19][C:20]([C:22]2[N:23]([CH3:27])[CH:24]=[CH:25][N:26]=2)=[O:21])[N:16]=[C:15]1[C:28](O)=[O:29].[CH3:31][O:32][C:33]([C:35]1[N:36]([CH3:50])[CH:37]=[C:38]([NH:40][C:41]([C:43]2[N:44]([CH3:49])[CH:45]=[C:46]([NH2:48])[N:47]=2)=[O:42])[CH:39]=1)=[O:34].C([O-])([O-])=O.[Na+].[Na+]. The catalyst is C(#N)C.C(Cl)(Cl)Cl.O. The product is [CH3:31][O:32][C:33]([C:35]1[N:36]([CH3:50])[CH:37]=[C:38]([NH:40][C:41]([C:43]2[N:44]([CH3:49])[CH:45]=[C:46]([NH:48][C:28]([C:15]3[N:14]([CH3:13])[CH:18]=[C:17]([NH:19][C:20]([C:22]4[N:23]([CH3:27])[CH:24]=[CH:25][N:26]=4)=[O:21])[N:16]=3)=[O:29])[N:47]=2)=[O:42])[CH:39]=1)=[O:34]. The yield is 0.590. (7) The reactants are [N:1]1[C:10]2[C:5](=[CH:6][CH:7]=[CH:8][CH:9]=2)[CH:4]=[C:3]([C:11]2[CH2:16][CH2:15][N:14](C(OC(C)(C)C)=O)[CH2:13][CH:12]=2)[CH:2]=1.[H][H]. The catalyst is [Pd].CO. The product is [NH:14]1[CH2:15][CH2:16][CH:11]([C:3]2[CH:2]=[N:1][C:10]3[C:5]([CH:4]=2)=[CH:6][CH:7]=[CH:8][CH:9]=3)[CH2:12][CH2:13]1. The yield is 0.450. (8) The reactants are [C:1]([O:4][CH:5]1[CH:6]([CH3:38])[CH2:7][CH2:8][CH:9]([OH:37])[CH2:10][C:11]([O:13][CH:14](/[C:19](/[CH3:36])=[CH:20]/[CH:21]=[CH:22]/[C:23]([OH:35])([CH3:34])[CH2:24][CH:25]2[O:33][CH:26]2[CH:27]([CH3:32])[CH:28]([OH:31])[CH2:29][CH3:30])[CH:15]([CH3:18])[CH:16]=[CH:17]1)=[O:12])(=[O:3])[CH3:2].C(N([CH2:44][CH3:45])CC)C.[CH2:46]([Si:48](Cl)([CH2:51][CH3:52])[CH2:49][CH3:50])[CH3:47]. The catalyst is CN(C)C1C=CN=CC=1.C(Cl)Cl.C(OCC)(=O)C. The product is [C:1]([O:4][CH:5]1[CH:6]([CH3:38])[CH2:7][CH2:8][CH:9]([O:37][Si:48]([CH2:44][CH3:45])([CH2:49][CH3:50])[CH2:46][CH3:47])[CH2:10][C:11]([O:13][CH:14](/[C:19](/[CH3:36])=[CH:20]/[CH:21]=[CH:22]/[C:23]([CH3:34])([O:35][Si:48]([CH2:51][CH3:52])([CH2:49][CH3:50])[CH2:46][CH3:47])[CH2:24][CH:25]2[O:33][CH:26]2[CH:27]([CH3:32])[CH:28]([O:31][Si:48]([CH2:51][CH3:52])([CH2:49][CH3:50])[CH2:46][CH3:47])[CH2:29][CH3:30])[CH:15]([CH3:18])[CH:16]=[CH:17]1)=[O:12])(=[O:3])[CH3:2]. The yield is 0.880.